This data is from Catalyst prediction with 721,799 reactions and 888 catalyst types from USPTO. The task is: Predict which catalyst facilitates the given reaction. (1) Reactant: CN(C)[CH:3]=[O:4].P(Cl)(Cl)(Cl)=O.[Cl:11][C:12]1[CH:13]=[CH:14][C:15]([N:28]2[CH:32]=[CH:31][CH:30]=[CH:29]2)=[C:16]([C:18]([C:20]2[CH:25]=[CH:24][CH:23]=[C:22]([O:26][CH3:27])[CH:21]=2)=[O:19])[CH:17]=1.C([O-])(=O)C.[Na+]. Product: [Cl:11][C:12]1[CH:13]=[CH:14][C:15]([N:28]2[CH:32]=[CH:31][C:30]([CH:3]=[O:4])=[CH:29]2)=[C:16]([C:18](=[O:19])[C:20]2[CH:25]=[CH:24][CH:23]=[C:22]([O:26][CH3:27])[CH:21]=2)[CH:17]=1. The catalyst class is: 68. (2) Reactant: [C:1]([C:3]1[CH:4]=[C:5]([N:13]2[CH2:18][CH2:17][N:16]([CH2:19][CH2:20][C@H:21]3[CH2:26][CH2:25][C@H:24]([NH:27][S:28]([C:31]4[CH:32]=[N:33][CH:34]=[CH:35][CH:36]=4)(=[O:30])=[O:29])[CH2:23][CH2:22]3)[CH2:15][CH2:14]2)[CH:6]=[C:7]([C:9]([F:12])([F:11])[F:10])[CH:8]=1)#[N:2].C([O-])([O-])=[O:38].[K+].[K+].OO.O. Product: [NH2:2][C:1]([C:3]1[CH:4]=[C:5]([N:13]2[CH2:14][CH2:15][N:16]([CH2:19][CH2:20][C@H:21]3[CH2:26][CH2:25][C@H:24]([NH:27][S:28]([C:31]4[CH:32]=[N:33][CH:34]=[CH:35][CH:36]=4)(=[O:30])=[O:29])[CH2:23][CH2:22]3)[CH2:17][CH2:18]2)[CH:6]=[C:7]([C:9]([F:10])([F:11])[F:12])[CH:8]=1)=[O:38]. The catalyst class is: 16. (3) Reactant: [Cl:1][C:2]1[S:6][C:5]([C:7]([O:9]C)=[O:8])=[CH:4][C:3]=1[C:11]1[N:15]([CH3:16])[N:14]=[CH:13][CH:12]=1.[OH-].[Na+]. Product: [Cl:1][C:2]1[S:6][C:5]([C:7]([OH:9])=[O:8])=[CH:4][C:3]=1[C:11]1[N:15]([CH3:16])[N:14]=[CH:13][CH:12]=1. The catalyst class is: 36. (4) Reactant: C(OC([N:8]1[CH2:12][CH2:11][CH:10]([CH2:13][C:14]2[N:22]3[C:17]([C:18]([NH2:23])=[N:19][CH:20]=[N:21]3)=[C:16]([C:24]3[CH:25]=[CH:26][C:27]4[C:31]([CH:32]=3)=[N:30][N:29]([CH2:33][C:34]3[CH:39]=[CH:38][CH:37]=[CH:36][CH:35]=3)[CH:28]=4)[CH:15]=2)[CH2:9]1)=O)(C)(C)C.C(O)(C(F)(F)F)=O. Product: [CH2:33]([N:29]1[CH:28]=[C:27]2[C:31]([CH:32]=[C:24]([C:16]3[CH:15]=[C:14]([CH2:13][CH:10]4[CH2:11][CH2:12][NH:8][CH2:9]4)[N:22]4[C:17]=3[C:18]([NH2:23])=[N:19][CH:20]=[N:21]4)[CH:25]=[CH:26]2)=[N:30]1)[C:34]1[CH:35]=[CH:36][CH:37]=[CH:38][CH:39]=1. The catalyst class is: 4. (5) Reactant: [N+:1]([C:4]1[CH:12]=[CH:11][C:7]([C:8](Cl)=[O:9])=[CH:6][CH:5]=1)([O-:3])=[O:2].C(=O)([O-])[O-].[K+].[K+].[F:19][C:20]([F:24])([F:23])[CH2:21][NH2:22].O. The catalyst class is: 2. Product: [N+:1]([C:4]1[CH:12]=[CH:11][C:7]([C:8]([NH:22][CH2:21][C:20]([F:24])([F:23])[F:19])=[O:9])=[CH:6][CH:5]=1)([O-:3])=[O:2].